Dataset: Peptide-MHC class II binding affinity with 134,281 pairs from IEDB. Task: Regression. Given a peptide amino acid sequence and an MHC pseudo amino acid sequence, predict their binding affinity value. This is MHC class II binding data. The peptide sequence is ISTNIRQAGVQYSR. The MHC is HLA-DQA10301-DQB10301 with pseudo-sequence HLA-DQA10301-DQB10301. The binding affinity (normalized) is 0.780.